From a dataset of Forward reaction prediction with 1.9M reactions from USPTO patents (1976-2016). Predict the product of the given reaction. (1) Given the reactants [NH2:1][C@H:2]1[CH2:7][CH2:6][C@H:5]([C:8]2[CH:9]=[C:10]([CH:16]=[CH:17][CH:18]=2)[C:11]([O:13][CH2:14][CH3:15])=[O:12])[CH2:4][CH2:3]1.[Cl:19][C:20]1[N:21]=[C:22]([C:27](O)=[O:28])[NH:23][C:24]=1[CH2:25][CH3:26].ON1C2C=CC=CC=2N=N1.Cl.C(N=C=NCCCN(C)C)C.C(N(CC)CC)C, predict the reaction product. The product is: [Cl:19][C:20]1[N:21]=[C:22]([C:27]([NH:1][C@H:2]2[CH2:7][CH2:6][C@H:5]([C:8]3[CH:9]=[C:10]([CH:16]=[CH:17][CH:18]=3)[C:11]([O:13][CH2:14][CH3:15])=[O:12])[CH2:4][CH2:3]2)=[O:28])[NH:23][C:24]=1[CH2:25][CH3:26]. (2) Given the reactants [C:1]([C:5]1[CH:22]=[CH:21][CH:20]=[CH:19][C:6]=1[O:7][CH:8]1[CH2:11][N:10]([C:12](=[O:18])[CH2:13][CH2:14][C:15](O)=[O:16])[CH2:9]1)([CH3:4])([CH3:3])[CH3:2].[CH3:23][S:24]([NH2:27])(=[O:26])=[O:25].C(N(CC)CC)C.CC1C=CC=C([N+]([O-])=O)C=1C(OC(=O)C1C([N+]([O-])=O)=CC=CC=1C)=O, predict the reaction product. The product is: [C:1]([C:5]1[CH:22]=[CH:21][CH:20]=[CH:19][C:6]=1[O:7][CH:8]1[CH2:11][N:10]([C:12](=[O:18])[CH2:13][CH2:14][C:15]([NH:27][S:24]([CH3:23])(=[O:26])=[O:25])=[O:16])[CH2:9]1)([CH3:4])([CH3:3])[CH3:2]. (3) Given the reactants [S:1]1[C:5]2[CH:6]=[C:7]([CH2:9]O)[NH:8][C:4]=2[N:3]=[CH:2]1.C([SiH](CC)CC)C.FC(F)(F)C(O)=O.C(=O)(O)[O-].[Na+], predict the reaction product. The product is: [CH3:9][C:7]1[NH:8][C:4]2[N:3]=[CH:2][S:1][C:5]=2[CH:6]=1. (4) Given the reactants [CH3:1][N:2]1[C:6]([CH3:7])=[CH:5][C:4]([NH2:8])=[N:3]1.CC1(C)C2C(=C(P(C3C=CC=CC=3)C3C=CC=CC=3)C=CC=2)OC2C(P(C3C=CC=CC=3)C3C=CC=CC=3)=CC=CC1=2.C(=O)([O-])[O-].[Cs+].[Cs+].[CH:57]1([N:60]([CH:79]2[CH2:81][CH2:80]2)[C:61]([C:63]2[N:76]([CH2:77][CH3:78])[C:66]3=[N:67][C:68](I)=[C:69]4[N:73]=[CH:72][N:71]([CH3:74])[C:70]4=[C:65]3[CH:64]=2)=[O:62])[CH2:59][CH2:58]1, predict the reaction product. The product is: [CH:79]1([N:60]([CH:57]2[CH2:58][CH2:59]2)[C:61]([C:63]2[N:76]([CH2:77][CH3:78])[C:66]3=[N:67][C:68]([NH:8][C:4]4[CH:5]=[C:6]([CH3:7])[N:2]([CH3:1])[N:3]=4)=[C:69]4[N:73]=[CH:72][N:71]([CH3:74])[C:70]4=[C:65]3[CH:64]=2)=[O:62])[CH2:81][CH2:80]1.